From a dataset of Forward reaction prediction with 1.9M reactions from USPTO patents (1976-2016). Predict the product of the given reaction. (1) The product is: [F:11][B-:10]([F:14])([F:13])[F:12].[CH:1]([C@H:4]1[CH2:8][O:7][C:6]([CH3:9])=[N+:5]1[CH3:15])([CH3:3])[CH3:2]. Given the reactants [CH:1]([C@H:4]1[CH2:8][O:7][C:6]([CH3:9])=[N:5]1)([CH3:3])[CH3:2].[B-:10]([F:14])([F:13])([F:12])[F:11].[CH3:15]C[O+](CC)CC, predict the reaction product. (2) Given the reactants [C:1]([O:5][C:6]([NH:8][CH2:9][CH2:10][CH2:11][O:12][CH2:13][CH2:14][CH2:15][CH2:16][CH2:17][O:18][C:19]1[CH:27]=[CH:26][C:22]([C:23]([OH:25])=O)=[CH:21][CH:20]=1)=[O:7])([CH3:4])([CH3:3])[CH3:2].[Cl:28][C:29]1[CH:36]=[C:35]([O:37][C@H:38]2[C:41]([CH3:43])([CH3:42])[C@H:40]([NH2:44])[C:39]2([CH3:46])[CH3:45])[CH:34]=[CH:33][C:30]=1[C:31]#[N:32].CCN(C(C)C)C(C)C.CN(C(ON1N=NC2C=CC=CC1=2)=[N+](C)C)C.[B-](F)(F)(F)F, predict the reaction product. The product is: [Cl:28][C:29]1[CH:36]=[C:35]([CH:34]=[CH:33][C:30]=1[C:31]#[N:32])[O:37][C@H:38]1[C:41]([CH3:43])([CH3:42])[C@H:40]([NH:44][C:23]([C:22]2[CH:21]=[CH:20][C:19]([O:18][CH2:17][CH2:16][CH2:15][CH2:14][CH2:13][O:12][CH2:11][CH2:10][CH2:9][NH:8][C:6](=[O:7])[O:5][C:1]([CH3:2])([CH3:3])[CH3:4])=[CH:27][CH:26]=2)=[O:25])[C:39]1([CH3:45])[CH3:46]. (3) Given the reactants [F:1][C:2]1[N:7]=[C:6](I)[C:5]([O:9][CH3:10])=[CH:4][CH:3]=1.C([Sn](CCCC)(CCCC)[C:16]1[CH:21]=[CH:20][CH:19]=[CH:18][N:17]=1)CCC, predict the reaction product. The product is: [F:1][C:2]1[N:7]=[C:6]([C:16]2[CH:21]=[CH:20][CH:19]=[CH:18][N:17]=2)[C:5]([O:9][CH3:10])=[CH:4][CH:3]=1.